From a dataset of Forward reaction prediction with 1.9M reactions from USPTO patents (1976-2016). Predict the product of the given reaction. (1) The product is: [CH3:20][C:21]1[N:31]=[C:30]2[N:25]([CH2:26][CH2:27][CH2:28][CH:29]2[OH:32])[C:23](=[O:24])[C:22]=1[CH2:33][CH2:34][N:35]1[CH2:40][CH2:39][CH:38]([C:41]2[C:42]3[CH:43]=[CH:44][C:45]([F:50])=[CH:46][C:47]=3[O:48][N:49]=2)[CH2:37][CH2:36]1. Given the reactants Cl.CCCCCCCCCCCCCCCC(O)=O.[CH3:20][C:21]1[N:31]=[C:30]2[N:25]([CH2:26][CH2:27][CH2:28][CH:29]2[OH:32])[C:23](=[O:24])[C:22]=1[CH2:33][CH2:34][N:35]1[CH2:40][CH2:39][CH:38]([C:41]2[C:42]3[CH:43]=[CH:44][C:45]([F:50])=[CH:46][C:47]=3[O:48][N:49]=2)[CH2:37][CH2:36]1, predict the reaction product. (2) Given the reactants [C:1]([O:5][C:6](=[O:18])[CH2:7]/[N:8]=[CH:9]/[CH2:10][C:11]([CH2:16][CH3:17])([CH2:14][CH3:15])[CH2:12][CH3:13])([CH3:4])([CH3:3])[CH3:2].[Cl:19][C:20]1[C:21]([F:38])=[C:22](/[CH:26]=[C:27](/[C:30]2[CH:35]=[CH:34][C:33]([Cl:36])=[CH:32][C:31]=2[F:37])\[C:28]#[N:29])[CH:23]=[CH:24][CH:25]=1.C(N(CC)CC)C.C1CCN2C(=NCCC2)CC1, predict the reaction product. The product is: [C:1]([O:5][C:6]([CH:7]1[CH:26]([C:22]2[CH:23]=[CH:24][CH:25]=[C:20]([Cl:19])[C:21]=2[F:38])[C:27]([C:30]2[CH:35]=[CH:34][C:33]([Cl:36])=[CH:32][C:31]=2[F:37])([C:28]#[N:29])[CH:9]([CH2:10][C:11]([CH2:12][CH3:13])([CH2:16][CH3:17])[CH2:14][CH3:15])[NH:8]1)=[O:18])([CH3:3])([CH3:2])[CH3:4].